This data is from Full USPTO retrosynthesis dataset with 1.9M reactions from patents (1976-2016). The task is: Predict the reactants needed to synthesize the given product. (1) Given the product [NH2:1][C:2]1[CH:10]=[CH:9][C:5]([C:6]([N:15]2[CH2:14][CH2:13][N:12]([C:18]([O:20][C:21]([CH3:24])([CH3:23])[CH3:22])=[O:19])[CH2:17][CH2:16]2)=[O:8])=[CH:4][C:3]=1[Cl:11], predict the reactants needed to synthesize it. The reactants are: [NH2:1][C:2]1[CH:10]=[CH:9][C:5]([C:6]([OH:8])=O)=[CH:4][C:3]=1[Cl:11].[N:12]1([C:18]([O:20][C:21]([CH3:24])([CH3:23])[CH3:22])=[O:19])[CH2:17][CH2:16][NH:15][CH2:14][CH2:13]1.C(N(CC)CC)C.Cl.CN(C)CCCN=C=NCC. (2) Given the product [CH:1]1([CH:4]([C:10]2[CH:15]=[CH:14][C:13]([F:16])=[C:12]([O:17][CH2:18][C:19]3[CH:24]=[CH:23][C:22]([C:25]4[CH:30]=[C:29]([O:31][CH3:32])[CH:28]=[CH:27][C:26]=4[F:33])=[C:21]([CH2:34][C:35]([CH3:38])([CH3:37])[CH3:36])[N:20]=3)[CH:11]=2)[CH2:5][C:6]([OH:8])=[O:7])[CH2:2][CH2:3]1, predict the reactants needed to synthesize it. The reactants are: [CH:1]1([CH:4]([C:10]2[CH:15]=[CH:14][C:13]([F:16])=[C:12]([O:17][CH2:18][C:19]3[CH:24]=[CH:23][C:22]([C:25]4[CH:30]=[C:29]([O:31][CH3:32])[CH:28]=[CH:27][C:26]=4[F:33])=[C:21]([CH2:34][C:35]([CH3:38])([CH3:37])[CH3:36])[N:20]=3)[CH:11]=2)[CH2:5][C:6]([O:8]C)=[O:7])[CH2:3][CH2:2]1.[OH-].[Na+]. (3) Given the product [NH2:1][C:2]1[C:3]([N+:12]([O-:14])=[O:13])=[C:4]([CH:8]=[C:9]([Cl:11])[CH:10]=1)[C:5]([O:7][CH3:15])=[O:6], predict the reactants needed to synthesize it. The reactants are: [NH2:1][C:2]1[C:3]([N+:12]([O-:14])=[O:13])=[C:4]([CH:8]=[C:9]([Cl:11])[CH:10]=1)[C:5]([OH:7])=[O:6].[CH3:15]N(C(ON1N=NC2C=CC=NC1=2)=[N+](C)C)C.F[P-](F)(F)(F)(F)F.C[NH3+].F[P-](F)(F)(F)(F)F.N1(OC(N(C)C)=[N+](C)C)C2N=CC=CC=2N=N1.F[P-](F)(F)(F)(F)F.CCN(CC)CC. (4) Given the product [CH3:1][N:2]([S:36]([CH3:39])(=[O:38])=[O:37])[C:3]1[C:8]([CH2:9][NH:10][C:11]2[C:16]([C:17]([F:18])([F:19])[F:20])=[CH:15][N:14]=[C:13]([NH:21][C:22]3[CH:23]=[CH:24][C:25]([P:28](=[O:32])([OH:35])[O:29][CH2:30][CH3:31])=[CH:26][CH:27]=3)[N:12]=2)=[CH:7][CH:6]=[CH:5][N:4]=1, predict the reactants needed to synthesize it. The reactants are: [CH3:1][N:2]([S:36]([CH3:39])(=[O:38])=[O:37])[C:3]1[C:8]([CH2:9][NH:10][C:11]2[C:16]([C:17]([F:20])([F:19])[F:18])=[CH:15][N:14]=[C:13]([NH:21][C:22]3[CH:27]=[CH:26][C:25]([P:28](=[O:35])([O:32]CC)[O:29][CH2:30][CH3:31])=[CH:24][CH:23]=3)[N:12]=2)=[CH:7][CH:6]=[CH:5][N:4]=1.Cl. (5) Given the product [Cl:18][C:6]1[S:7][C:8]([CH2:15][CH3:16])=[C:9]([C:11]([O:13][CH3:14])=[O:12])[N:10]=1, predict the reactants needed to synthesize it. The reactants are: N([O-])=O.[Na+].N[C:6]1[S:7][C:8]([CH2:15][CH3:16])=[C:9]([C:11]([O:13][CH3:14])=[O:12])[N:10]=1.[Na+].[Cl-:18].OS(O)(=O)=O.